This data is from Reaction yield outcomes from USPTO patents with 853,638 reactions. The task is: Predict the reaction yield, written as a fraction of the theoretical maximum amount of product (1.0 means a 100% yield; for example, 0.34 means a 34% yield). (1) The reactants are [Br:1][C:2]1[CH:3]=[CH:4][C:5]([O:19][CH2:20][C:21]2[O:22][C:23]([C:26]([F:29])([F:28])[F:27])=[CH:24][CH:25]=2)=[C:6]([CH:18]=1)[CH2:7][CH:8]1[CH2:11][N:10](C(=O)C(F)(F)F)[CH2:9]1.C([O-])([O-])=O.[K+].[K+]. The catalyst is CO. The product is [Br:1][C:2]1[CH:3]=[CH:4][C:5]([O:19][CH2:20][C:21]2[O:22][C:23]([C:26]([F:28])([F:27])[F:29])=[CH:24][CH:25]=2)=[C:6]([CH:18]=1)[CH2:7][CH:8]1[CH2:11][NH:10][CH2:9]1. The yield is 0.760. (2) The reactants are [H-].[Na+].[C:3]([O:11][CH2:12][CH3:13])(=[O:10])[CH2:4][C:5]([O:7][CH2:8][CH3:9])=[O:6].[Br:14][C:15]1[CH:16]=[C:17]2[C:22](=[CH:23][CH:24]=1)[N:21]=[CH:20][C:19]([N+:25]([O-:27])=[O:26])=[C:18]2Cl. The catalyst is CN(C=O)C. The product is [Br:14][C:15]1[CH:16]=[C:17]2[C:22](=[CH:23][CH:24]=1)[N:21]=[CH:20][C:19]([N+:25]([O-:27])=[O:26])=[C:18]2[CH:4]([C:5]([O:7][CH2:8][CH3:9])=[O:6])[C:3]([O:11][CH2:12][CH3:13])=[O:10]. The yield is 0.700. (3) The reactants are Cl.[CH3:2][C@H:3]([NH2:10])[C:4]1[CH:9]=[CH:8][CH:7]=[CH:6][CH:5]=1.[C-:11]#[N:12].[K+].[CH3:14][CH:15]([CH2:18][CH3:19])[CH:16]=O.[CH3:20]O.O. No catalyst specified. The product is [CH2:14]([CH:15]([CH2:18][CH3:19])[C@H:16]([NH:10][C@H:3]([C:4]1[CH:9]=[CH:8][CH:7]=[CH:6][CH:5]=1)[CH3:2])[C:11]#[N:12])[CH3:20]. The yield is 0.740. (4) The reactants are Br[C:2]1[C:11]2[C:6](=[CH:7][CH:8]=[CH:9][CH:10]=2)[C:5](=[O:12])[N:4]([CH3:13])[CH:3]=1.[B:14]1([B:14]2[O:18][C:17]([CH3:20])([CH3:19])[C:16]([CH3:22])([CH3:21])[O:15]2)[O:18][C:17]([CH3:20])([CH3:19])[C:16]([CH3:22])([CH3:21])[O:15]1.C([O-])(=O)C.[K+]. The catalyst is O1CCOCC1.C(OCC)(=O)C.C1C=CC(P(C2C=CC=CC=2)[C-]2C=CC=C2)=CC=1.C1C=CC(P(C2C=CC=CC=2)[C-]2C=CC=C2)=CC=1.Cl[Pd]Cl.[Fe+2]. The product is [CH3:13][N:4]1[CH:3]=[C:2]([B:14]2[O:18][C:17]([CH3:20])([CH3:19])[C:16]([CH3:22])([CH3:21])[O:15]2)[C:11]2[C:6](=[CH:7][CH:8]=[CH:9][CH:10]=2)[C:5]1=[O:12]. The yield is 0.370.